From a dataset of Blood-brain barrier permeability regression values from the B3DB database. Regression/Classification. Given a drug SMILES string, predict its absorption, distribution, metabolism, or excretion properties. Task type varies by dataset: regression for continuous measurements (e.g., permeability, clearance, half-life) or binary classification for categorical outcomes (e.g., BBB penetration, CYP inhibition). For this dataset (b3db_regression), we predict Y. (1) The molecule is COC1=NC=CC(=N1)C2=C(N=CN2C3CCC(CC3)O)C4=CC=C(C=C4)F. The Y is -1.40 log(BB ratio). (2) The molecule is COC1=CC2=C(C(=C1)CNC3CCCNC3C4=CC=CC=C4)OCC2. The Y is 0.390 log(BB ratio). (3) The molecule is CC(C)(C)C1CCCCC1. The Y is 0.610 log(BB ratio). (4) The compound is CC1C2CC3=C(C1(CCN2CC=C(C)C)C)C=C(C=C3)O. The Y is 0.540 log(BB ratio). (5) The Y is 1.30 log(BB ratio). The drug is CN(C)CCOC(C1=CC=CC=C1)C2=CC=CC=C2. (6) The drug is C1=CC(=CC=C1CCCC(=O)O)N(CCCl)CCCl. The Y is -1.70 log(BB ratio).